From a dataset of Reaction yield outcomes from USPTO patents with 853,638 reactions. Predict the reaction yield, written as a fraction of the theoretical maximum amount of product (1.0 means a 100% yield; for example, 0.34 means a 34% yield). (1) The reactants are [F:1][C:2]1[CH:3]=[CH:4][C:5]([C:9]2[C:10](=[O:35])[NH:11][C:12](=[O:34])[N:13]([CH2:15][CH2:16][CH2:17][N:18]3[CH2:23][C@H:22]4[C@:20]([C:24]5[CH:29]=[CH:28][C:27]([C:30]([F:33])([F:32])[F:31])=[CH:26][CH:25]=5)([CH2:21]4)[CH2:19]3)[CH:14]=2)=[N:6][C:7]=1[CH3:8].[ClH:36]. The catalyst is O1CCOCC1. The product is [ClH:36].[ClH:36].[F:1][C:2]1[CH:3]=[CH:4][C:5]([C:9]2[C:10](=[O:35])[NH:11][C:12](=[O:34])[N:13]([CH2:15][CH2:16][CH2:17][N:18]3[CH2:23][C@H:22]4[C@:20]([C:24]5[CH:25]=[CH:26][C:27]([C:30]([F:32])([F:33])[F:31])=[CH:28][CH:29]=5)([CH2:21]4)[CH2:19]3)[CH:14]=2)=[N:6][C:7]=1[CH3:8]. The yield is 0.0500. (2) The reactants are [CH3:1][C:2]1[CH:11]=[C:10]([NH:12][C:13]2[CH:14]=[C:15]([OH:19])[CH:16]=[CH:17][CH:18]=2)[C:9]2[C:4](=[CH:5][CH:6]=[CH:7][CH:8]=2)[N:3]=1.Br[CH2:21][CH2:22][Cl:23].C(=O)([O-])[O-].[K+].[K+]. The catalyst is CC(C)=O. The product is [Cl:23][CH2:22][CH2:21][O:19][C:15]1[CH:14]=[C:13]([NH:12][C:10]2[C:9]3[C:4](=[CH:5][CH:6]=[CH:7][CH:8]=3)[N:3]=[C:2]([CH3:1])[CH:11]=2)[CH:18]=[CH:17][CH:16]=1. The yield is 0.355. (3) The product is [Cl:1][C:2]1[CH:8]=[CH:7][C:5]([NH:6][C:16](=[O:17])[C:18]([F:21])([F:20])[F:19])=[CH:4][C:3]=1[F:9]. The reactants are [Cl:1][C:2]1[CH:8]=[CH:7][C:5]([NH2:6])=[CH:4][C:3]=1[F:9].C([O-])([O-])=O.[Na+].[Na+].[C:16](O[C:16]([C:18]([F:21])([F:20])[F:19])=[O:17])([C:18]([F:21])([F:20])[F:19])=[O:17]. The yield is 0.960. The catalyst is CCOCC.CCCCCC. (4) The reactants are [CH2:1]([N:3]1[CH:7]=[C:6]([C:8]2[CH:13]=[CH:12][N:11]=[C:10]3[NH:14][C:15]([C:17]4[CH:22]=[CH:21][C:20]([CH2:23][N:24]5[CH2:28][CH2:27][CH2:26][CH2:25]5)=[CH:19][CH:18]=4)=[CH:16][C:9]=23)[C:5]([C:29]2[CH:35]=[CH:34][C:32]([NH2:33])=[CH:31][CH:30]=2)=[N:4]1)[CH3:2].Cl[C:37](OC1C=CC([N+]([O-])=O)=CC=1)=[O:38].[CH2:49]([NH:51][CH2:52][CH3:53])[CH3:50]. The catalyst is C1COCC1. The product is [CH2:49]([N:51]([CH2:52][CH3:53])[C:37]([NH:33][C:32]1[CH:31]=[CH:30][C:29]([C:5]2[C:6]([C:8]3[CH:13]=[CH:12][N:11]=[C:10]4[NH:14][C:15]([C:17]5[CH:18]=[CH:19][C:20]([CH2:23][N:24]6[CH2:28][CH2:27][CH2:26][CH2:25]6)=[CH:21][CH:22]=5)=[CH:16][C:9]=34)=[CH:7][N:3]([CH2:1][CH3:2])[N:4]=2)=[CH:35][CH:34]=1)=[O:38])[CH3:50]. The yield is 0.320. (5) The reactants are Cl.[NH2:2][OH:3].C([O-])(O)=O.[Na+].[CH:9]1[C:18]2[C:13](=[CH:14][CH:15]=[CH:16][CH:17]=2)[CH:12]=[CH:11][C:10]=1[NH:19][S:20]([C:23]1[CH:24]=[C:25]([CH:29]=[CH:30][C:31](Cl)=[O:32])[CH:26]=[CH:27][CH:28]=1)(=[O:22])=[O:21]. The catalyst is O1CCCC1. The product is [OH:3][NH:2][C:31](=[O:32])[CH:30]=[CH:29][C:25]1[CH:26]=[CH:27][CH:28]=[C:23]([S:20](=[O:22])(=[O:21])[NH:19][C:10]2[CH:11]=[CH:12][C:13]3[C:18](=[CH:17][CH:16]=[CH:15][CH:14]=3)[CH:9]=2)[CH:24]=1. The yield is 0.680. (6) The reactants are [Cl:1][C:2]1[CH:10]=[C:9]2[C:5]([CH2:6][C:7](=[O:11])[NH:8]2)=[CH:4][CH:3]=1.[Cl:12][C:13]1[C:14]([F:21])=[C:15]([CH:18]=[CH:19][CH:20]=1)[CH:16]=O.N1CCCCC1. The catalyst is CO. The product is [Cl:1][C:2]1[CH:10]=[C:9]2[C:5](/[C:6](=[CH:16]/[C:15]3[CH:18]=[CH:19][CH:20]=[C:13]([Cl:12])[C:14]=3[F:21])/[C:7](=[O:11])[NH:8]2)=[CH:4][CH:3]=1. The yield is 0.890. (7) The reactants are [SH:1][C:2]1[S:3][C:4]2[CH2:13][C:12]3[CH:11]=[C:10]([O:14][CH2:15][C:16]([O:18]CC)=[O:17])[CH:9]=[CH:8][C:7]=3[C:5]=2[N:6]=1.[C:21]1([CH:27]([C:31]2[CH:36]=[CH:35][CH:34]=[CH:33][CH:32]=2)[CH2:28][CH2:29]I)[CH:26]=[CH:25][CH:24]=[CH:23][CH:22]=1. No catalyst specified. The product is [C:21]1([CH:27]([C:31]2[CH:32]=[CH:33][CH:34]=[CH:35][CH:36]=2)[CH2:28][CH2:29][S:1][C:2]2[S:3][C:4]3[CH2:13][C:12]4[CH:11]=[C:10]([O:14][CH2:15][C:16]([OH:18])=[O:17])[CH:9]=[CH:8][C:7]=4[C:5]=3[N:6]=2)[CH:26]=[CH:25][CH:24]=[CH:23][CH:22]=1. The yield is 0.420. (8) The reactants are Cl[C:2]1[N:3]=[CH:4][C:5]2[C:10]([C:11]([NH:13][CH2:14][C:15]3[C:16]([OH:23])=[N:17][C:18]([CH3:22])=[CH:19][C:20]=3[CH3:21])=[O:12])=[C:9]([CH3:24])[N:8]([C@@H:25]([C:27]3[CH:32]=[CH:31][CH:30]=[CH:29][CH:28]=3)[CH3:26])[C:6]=2[N:7]=1.[CH3:33][NH2:34]. No catalyst specified. The product is [OH:23][C:16]1[C:15]([CH2:14][NH:13][C:11]([C:10]2[C:5]3[CH:4]=[N:3][C:2]([NH:34][CH3:33])=[N:7][C:6]=3[N:8]([C@@H:25]([C:27]3[CH:32]=[CH:31][CH:30]=[CH:29][CH:28]=3)[CH3:26])[C:9]=2[CH3:24])=[O:12])=[C:20]([CH3:21])[CH:19]=[C:18]([CH3:22])[N:17]=1. The yield is 0.340.